From a dataset of Reaction yield outcomes from USPTO patents with 853,638 reactions. Predict the reaction yield, written as a fraction of the theoretical maximum amount of product (1.0 means a 100% yield; for example, 0.34 means a 34% yield). The reactants are [C:9](O[C:9]([O:11][C:12]([CH3:15])([CH3:14])[CH3:13])=[O:10])([O:11][C:12]([CH3:15])([CH3:14])[CH3:13])=[O:10].[OH:16][C:17]1[CH:18]=[C:19]2[C:24](=[CH:25][CH:26]=1)[CH:23]=[C:22]([CH2:27][NH3+:28])[CH:21]=[CH:20]2.[Br-].C(N(CC)CC)C. The catalyst is CN(C=O)C.C(OCC)(=O)C. The product is [C:12]([O:11][C:9](=[O:10])[NH:28][CH2:27][C:22]1[CH:21]=[CH:20][C:19]2[C:24](=[CH:25][CH:26]=[C:17]([OH:16])[CH:18]=2)[CH:23]=1)([CH3:13])([CH3:14])[CH3:15]. The yield is 0.230.